From a dataset of Aqueous solubility values for 9,982 compounds from the AqSolDB database. Regression/Classification. Given a drug SMILES string, predict its absorption, distribution, metabolism, or excretion properties. Task type varies by dataset: regression for continuous measurements (e.g., permeability, clearance, half-life) or binary classification for categorical outcomes (e.g., BBB penetration, CYP inhibition). For this dataset (solubility_aqsoldb), we predict Y. (1) The compound is Clc1cc(-c2cccc(Cl)c2Cl)cc(Cl)c1Cl. The Y is -7.41 log mol/L. (2) The drug is Cc1ccc(O)c(CO)c1. The Y is -0.314 log mol/L. (3) The molecule is ONc1ccccc1. The Y is -0.436 log mol/L.